Dataset: Full USPTO retrosynthesis dataset with 1.9M reactions from patents (1976-2016). Task: Predict the reactants needed to synthesize the given product. (1) Given the product [CH3:32][N:27]([CH3:26])[CH2:28][CH2:29][NH:30][C:33](=[O:55])[CH:34]=[CH:35][C:36]1[C:44]2[N:43]([C:45]3[CH:46]=[CH:47][CH:48]=[CH:49][CH:50]=3)[CH:42]=[N:41][C:40]=2[CH:39]=[C:38]([C:51]([F:52])([F:54])[F:53])[CH:37]=1, predict the reactants needed to synthesize it. The reactants are: COC(=O)C=CC1C2N(C3C=CC=CC=3)C=NC=2C=C(C(F)(F)F)C=1.[CH3:26][N:27]1[CH2:32]C[N:30]([C:33](=[O:55])[CH:34]=[CH:35][C:36]2[C:44]3[N:43]([C:45]4[CH:50]=[CH:49][CH:48]=[CH:47][CH:46]=4)[CH:42]=[N:41][C:40]=3[CH:39]=[C:38]([C:51]([F:54])([F:53])[F:52])[CH:37]=2)[CH2:29][CH2:28]1. (2) Given the product [F:26][C:22]1[CH:21]=[C:20]([C@H:19]2[O:18][C:17](=[O:27])[NH:16][C@@H:15]2[C:11]2[CH:12]=[N:13][CH:14]=[C:9]([C:8]#[C:7][CH:5]3[CH2:6][C:3](=[O:2])[CH2:4]3)[CH:10]=2)[CH:25]=[CH:24][CH:23]=1, predict the reactants needed to synthesize it. The reactants are: C[O:2][C:3]1(OC)[CH2:6][CH:5]([C:7]#[C:8][C:9]2[CH:10]=[C:11]([C@@H:15]3[C@@H:19]([C:20]4[CH:25]=[CH:24][CH:23]=[C:22]([F:26])[CH:21]=4)[O:18][C:17](=[O:27])[NH:16]3)[CH:12]=[N:13][CH:14]=2)[CH2:4]1.FC(F)(F)C(O)=O. (3) The reactants are: [CH2:1]([C:8]1[C:17]2[C:12](=[CH:13][CH:14]=[CH:15][CH:16]=2)[CH:11]=[N:10][CH:9]=1)[C:2]1[CH:7]=[CH:6][CH:5]=[CH:4][CH:3]=1.ClC1C=C(C=CC=1)C(OO)=[O:23]. Given the product [CH2:1]([C:8]1[C:17]2[C:12](=[CH:13][CH:14]=[CH:15][CH:16]=2)[CH2:11][N:10]([OH:23])[CH:9]=1)[C:2]1[CH:3]=[CH:4][CH:5]=[CH:6][CH:7]=1, predict the reactants needed to synthesize it.